From a dataset of Full USPTO retrosynthesis dataset with 1.9M reactions from patents (1976-2016). Predict the reactants needed to synthesize the given product. (1) Given the product [F:20][C:11]1[C:12]([N+:17]([O-:19])=[O:18])=[CH:13][CH:14]=[C:15]([F:16])[C:10]=1[C:9]([OH:21])=[O:8], predict the reactants needed to synthesize it. The reactants are: C([O:8][C:9](=[O:21])[C:10]1[C:15]([F:16])=[CH:14][CH:13]=[C:12]([N+:17]([O-:19])=[O:18])[C:11]=1[F:20])C1C=CC=CC=1.[OH-].[Na+].Cl. (2) Given the product [OH:13][CH2:14][CH2:15][CH:10]([C:4]1[CH:9]=[CH:8][CH:7]=[CH:6][CH:5]=1)[CH2:11][C:12]([NH:2][NH2:3])=[O:16], predict the reactants needed to synthesize it. The reactants are: O.[NH2:2][NH2:3].[C:4]1([CH:10]2[CH2:15][CH2:14][O:13][C:12](=[O:16])[CH2:11]2)[CH:9]=[CH:8][CH:7]=[CH:6][CH:5]=1. (3) Given the product [CH2:6]([N:8]([CH2:9][CH:10]1[CH2:11][O:13]1)[C:14]1[CH:19]=[CH:18][CH:17]=[CH:16][CH:15]=1)[CH3:7], predict the reactants needed to synthesize it. The reactants are: CS(Cl)(=O)=O.[CH2:6]([N:8]([C:14]1[CH:19]=[CH:18][CH:17]=[CH:16][CH:15]=1)[CH2:9][CH:10]([OH:13])[CH2:11]O)[CH3:7].C(N(CC)CC)C.C[O-].[Na+]. (4) Given the product [CH3:1][C:2]1[N:3]=[C:4]([N:27]2[CH2:32][CH2:31][O:30][CH2:29][CH2:28]2)[C:5]2[C:10]([C:11]3[CH:12]=[C:13]([CH:16]=[CH:17][CH:18]=3)[C:14]#[N:15])=[CH:9][NH:8][C:6]=2[N:7]=1, predict the reactants needed to synthesize it. The reactants are: [CH3:1][C:2]1[N:3]=[C:4]([N:27]2[CH2:32][CH2:31][O:30][CH2:29][CH2:28]2)[C:5]2[C:10]([C:11]3[CH:12]=[C:13]([CH:16]=[CH:17][CH:18]=3)[C:14]#[N:15])=[CH:9][N:8](COCC[Si](C)(C)C)[C:6]=2[N:7]=1.CN1C=C(C2C3C(N4CCOCC4)=NC=NC=3NC=2)C=N1. (5) Given the product [Cl:1][C:2]1[C:3]([C:12]([OH:14])=[O:13])=[N:4][CH:5]=[C:6]([C:8]2[N:9]=[C:17]([C:16]([F:27])([F:26])[F:15])[O:11][N:10]=2)[CH:7]=1, predict the reactants needed to synthesize it. The reactants are: [Cl:1][C:2]1[C:3]([C:12]([OH:14])=[O:13])=[N:4][CH:5]=[C:6]([C:8](=[N:10][OH:11])[NH2:9])[CH:7]=1.[F:15][C:16]([F:27])([F:26])[C:17](O[C:17](=O)[C:16]([F:27])([F:26])[F:15])=O. (6) The reactants are: [NH2:1][C:2]1[C:3](=[O:17])[NH:4][C:5](=[S:16])[N:6]([CH2:9][C:10]2[C:14]([CH3:15])=[N:13][O:12][N:11]=2)[C:7]=1[NH2:8].[C:18](O)(=O)C.C(N)=N. Given the product [CH3:15][C:14]1[C:10]([CH2:9][N:6]2[C:7]3[N:8]=[CH:18][NH:1][C:2]=3[C:3](=[O:17])[NH:4][C:5]2=[S:16])=[N:11][O:12][N:13]=1, predict the reactants needed to synthesize it. (7) Given the product [F:20][C:17]1[CH:18]=[CH:19][C:14]([N:11]2[CH2:12][CH2:13][C@@H:9]([NH:8][C:4]3[N:5]=[CH:6][NH:7][C:2](=[O:23])[N:3]=3)[CH2:10]2)=[CH:15][CH:16]=1, predict the reactants needed to synthesize it. The reactants are: Cl[C:2]1[N:7]=[CH:6][N:5]=[C:4]([NH:8][C@@H:9]2[CH2:13][CH2:12][N:11]([C:14]3[CH:19]=[CH:18][C:17]([F:20])=[CH:16][CH:15]=3)[CH2:10]2)[N:3]=1.C([O-])(=[O:23])C.[Na+].C(O)(=O)C.C(=O)(O)[O-].[Na+].